Dataset: NCI-60 drug combinations with 297,098 pairs across 59 cell lines. Task: Regression. Given two drug SMILES strings and cell line genomic features, predict the synergy score measuring deviation from expected non-interaction effect. Drug 1: CC1C(C(=O)NC(C(=O)N2CCCC2C(=O)N(CC(=O)N(C(C(=O)O1)C(C)C)C)C)C(C)C)NC(=O)C3=C4C(=C(C=C3)C)OC5=C(C(=O)C(=C(C5=N4)C(=O)NC6C(OC(=O)C(N(C(=O)CN(C(=O)C7CCCN7C(=O)C(NC6=O)C(C)C)C)C)C(C)C)C)N)C. Drug 2: CC1=C(C(=O)C2=C(C1=O)N3CC4C(C3(C2COC(=O)N)OC)N4)N. Cell line: HT29. Synergy scores: CSS=51.3, Synergy_ZIP=0.651, Synergy_Bliss=0.845, Synergy_Loewe=-16.8, Synergy_HSA=1.78.